Dataset: Catalyst prediction with 721,799 reactions and 888 catalyst types from USPTO. Task: Predict which catalyst facilitates the given reaction. (1) Reactant: [CH3:1][Mg]Br.[Br:4][C:5]1[CH:6]=[N:7][CH:8]=[CH:9][C:10]=1[CH:11]=[O:12]. Product: [Br:4][C:5]1[CH:6]=[N:7][CH:8]=[CH:9][C:10]=1[CH:11]([OH:12])[CH3:1]. The catalyst class is: 1. (2) Reactant: S=[C:2]1[CH2:6][S:5][C:4](=[O:7])[NH:3]1.Cl.[CH3:9][CH:10]([NH2:13])[C:11]#[CH:12].C(N(CC)CC)C. The catalyst class is: 8. Product: [CH3:9][CH:10]([NH:13][C:2]1[CH2:6][S:5][C:4](=[O:7])[N:3]=1)[C:11]#[CH:12]. (3) Reactant: C(N(CC)CC)C.[CH3:8][O:9][C:10]1[C:11]([CH3:19])=[CH:12][N:13]2[C:18]=1[CH:17]=[CH:16][CH:15]=[CH:14]2.[N+:20]([C:23]1[CH:31]=[CH:30][C:26]([C:27](Cl)=[O:28])=[CH:25][CH:24]=1)([O-:22])=[O:21].C(=O)([O-])O.[Na+]. Product: [CH3:8][O:9][C:10]1[C:11]([CH3:19])=[C:12]([C:27]([C:26]2[CH:25]=[CH:24][C:23]([N+:20]([O-:22])=[O:21])=[CH:31][CH:30]=2)=[O:28])[N:13]2[C:18]=1[CH:17]=[CH:16][CH:15]=[CH:14]2. The catalyst class is: 68. (4) Reactant: [Cl:1][C:2]1[CH:7]=[CH:6][C:5]([C:8]2[CH:9]=[C:10]3[C:15](=[N:16][C:17]=2[C:18]2[CH:23]=[CH:22][C:21]([Cl:24])=[CH:20][C:19]=2[Cl:25])[N:14](C)[C:13](=O)[C:12]([CH:28]([OH:30])[CH3:29])=[C:11]3[NH:31]C(=O)C)=[CH:4][CH:3]=1.[CH3:35]S(Cl)(=O)=O.C(N(CC)CC)C.[CH3:47][OH:48]. Product: [NH2:31][C:11]1[C:10]2[C:15](=[N:16][C:17]([C:18]3[CH:23]=[CH:22][C:21]([Cl:24])=[CH:20][C:19]=3[Cl:25])=[C:8]([C:5]3[CH:4]=[CH:3][C:2]([Cl:1])=[CH:7][CH:6]=3)[CH:9]=2)[N:14]([CH3:13])[C:47](=[O:48])[C:12]=1[CH:28]([O:30][CH3:35])[CH3:29]. The catalyst class is: 49. (5) Reactant: P(Cl)(Cl)(Cl)=O.[CH2:6]([OH:9])[C:7]#[CH:8].[O:10]1[CH:15]=[CH:14][CH2:13][CH2:12][CH2:11]1. Product: [CH2:6]([O:9][CH:11]1[CH2:12][CH2:13][CH2:14][CH2:15][O:10]1)[C:7]#[CH:8]. The catalyst class is: 4. (6) Reactant: C(N(C(C)C)CC)(C)C.[F:10][C:11]1[CH:16]=[CH:15][C:14]([CH2:17][C:18]2[C:27]3[C:22](=[CH:23][CH:24]=[CH:25][CH:26]=3)[C:21](=[O:28])[NH:20][N:19]=2)=[CH:13][C:12]=1[NH:29][C:30]([CH2:32][CH2:33][CH2:34][C:35]([OH:37])=O)=[O:31]. Product: [F:10][C:11]1[CH:16]=[CH:15][C:14]([CH2:17][C:18]2[C:27]3[C:22](=[CH:23][CH:24]=[CH:25][CH:26]=3)[C:21](=[O:28])[NH:20][N:19]=2)=[CH:13][C:12]=1[N:29]1[C:30](=[O:31])[CH2:32][CH2:33][CH2:34][C:35]1=[O:37]. The catalyst class is: 9. (7) Reactant: [N+:1]([C:4]1[CH:5]=[C:6]([CH:12]=[C:13]([C:15]([F:18])([F:17])[F:16])[CH:14]=1)[C:7]([N:9]([CH3:11])[CH3:10])=[O:8])([O-])=O. Product: [NH2:1][C:4]1[CH:5]=[C:6]([CH:12]=[C:13]([C:15]([F:16])([F:17])[F:18])[CH:14]=1)[C:7]([N:9]([CH3:11])[CH3:10])=[O:8]. The catalyst class is: 446. (8) Reactant: [C:1]([C:3]1[CH:4]=[C:5]2[C:10](=[CH:11][C:12]=1[O:13][CH2:14][CH2:15][O:16][CH3:17])[N:9]=[CH:8][CH:7]=[C:6]2[O:18][C:19]1[CH:24]=[CH:23][C:22]([NH:25][C:26]([NH:28][C:29]2[CH:34]=[CH:33][C:32]([F:35])=[CH:31][CH:30]=2)=[O:27])=[CH:21][CH:20]=1)#[N:2].[OH-:36].[Na+].Cl. Product: [F:35][C:32]1[CH:31]=[CH:30][C:29]([NH:28][C:26]([NH:25][C:22]2[CH:21]=[CH:20][C:19]([O:18][C:6]3[C:5]4[C:10](=[CH:11][C:12]([O:13][CH2:14][CH2:15][O:16][CH3:17])=[C:3]([C:1]([NH2:2])=[O:36])[CH:4]=4)[N:9]=[CH:8][CH:7]=3)=[CH:24][CH:23]=2)=[O:27])=[CH:34][CH:33]=1. The catalyst class is: 58. (9) Reactant: Cl[C:2]([O:4][C:5]1[CH:10]=[CH:9][CH:8]=[CH:7][CH:6]=1)=[O:3].[F:11][C:12]1[CH:13]=[C:14]([S:19]([C:22]([C:25]2[CH:30]=[C:29]([N:31]3[CH2:36][CH2:35][O:34][CH2:33][C@@H:32]3[CH3:37])[N:28]=[C:27]([C:38]3[CH:44]=[CH:43][C:41]([NH2:42])=[CH:40][CH:39]=3)[N:26]=2)([CH3:24])[CH3:23])(=[O:21])=[O:20])[CH:15]=[C:16]([F:18])[CH:17]=1.C(=O)([O-])O.[Na+]. Product: [F:18][C:16]1[CH:15]=[C:14]([S:19]([C:22]([C:25]2[CH:30]=[C:29]([N:31]3[CH2:36][CH2:35][O:34][CH2:33][C@@H:32]3[CH3:37])[N:28]=[C:27]([C:38]3[CH:39]=[CH:40][C:41]([NH:42][C:2](=[O:3])[O:4][C:5]4[CH:10]=[CH:9][CH:8]=[CH:7][CH:6]=4)=[CH:43][CH:44]=3)[N:26]=2)([CH3:23])[CH3:24])(=[O:20])=[O:21])[CH:13]=[C:12]([F:11])[CH:17]=1. The catalyst class is: 12. (10) Reactant: C([O:8][C@@H:9]([C:11]1[O:12][C:13]2[C:18]([C:19](=[O:28])[C:20]=1[C:21]1[CH:26]=[CH:25][CH:24]=[C:23]([F:27])[CH:22]=1)=[CH:17][CH:16]=[CH:15][CH:14]=2)[CH3:10])C1C=CC=CC=1.B(Br)(Br)Br. Product: [F:27][C:23]1[CH:22]=[C:21]([C:20]2[C:19](=[O:28])[C:18]3[C:13](=[CH:14][CH:15]=[CH:16][CH:17]=3)[O:12][C:11]=2[C@H:9]([OH:8])[CH3:10])[CH:26]=[CH:25][CH:24]=1. The catalyst class is: 4.